Predict the reaction yield, written as a fraction of the theoretical maximum amount of product (1.0 means a 100% yield; for example, 0.34 means a 34% yield). From a dataset of Reaction yield outcomes from USPTO patents with 853,638 reactions. (1) The reactants are [C:1]([C:7]1[C:15]2[S:16][CH:17]=[CH:18][C:14]=2[C:13]([C:19]#[C:20][CH2:21][CH2:22][CH2:23][CH3:24])=[C:9]2[S:10][CH:11]=[CH:12][C:8]=12)#[C:2][CH2:3][CH2:4][CH2:5][CH3:6]. The catalyst is C1COCC1.[Pd]. The product is [CH2:1]([C:7]1[C:15]2[S:16][CH:17]=[CH:18][C:14]=2[C:13]([CH2:19][CH2:20][CH2:21][CH2:22][CH2:23][CH3:24])=[C:9]2[S:10][CH:11]=[CH:12][C:8]=12)[CH2:2][CH2:3][CH2:4][CH2:5][CH3:6]. The yield is 0.510. (2) The reactants are [CH3:1][N:2](C=O)C.[OH:6][C:7]1[CH:16]=[CH:15][C:10]([C:11]([O:13][CH3:14])=[O:12])=[CH:9][C:8]=1I.CCN(C(C)C)C(C)C.CN.CN(C(ON1N=NC2C=CC=CC1=2)=[N+](C)C)C.F[P-](F)(F)(F)(F)F. No catalyst specified. The product is [C:1]([C:8]1[CH:9]=[C:10]([CH:15]=[CH:16][C:7]=1[OH:6])[C:11]([O:13][CH3:14])=[O:12])#[N:2]. The yield is 0.630. (3) The reactants are [Br:1][C:2]1[CH:3]=[C:4]([CH2:8][C:9]([OH:11])=[O:10])[CH:5]=[CH:6][CH:7]=1.S(=O)(=O)(O)O.[CH3:17]O. No catalyst specified. The product is [CH3:17][O:10][C:9](=[O:11])[CH2:8][C:4]1[CH:5]=[CH:6][CH:7]=[C:2]([Br:1])[CH:3]=1. The yield is 0.910. (4) The reactants are [N+:1]([C:4]1[CH:33]=[CH:32][C:7]([C:8]([NH:10][CH2:11][C:12](=[O:31])[N:13]2[CH2:18][CH2:17][N:16]([C:19](=[O:30])[C:20]3[CH:25]=[CH:24][CH:23]=[CH:22][C:21]=3[C:26]([F:29])([F:28])[F:27])[CH2:15][CH2:14]2)=[O:9])=[CH:6][CH:5]=1)([O-])=O. The catalyst is CO.[Pd]. The product is [NH2:1][C:4]1[CH:5]=[CH:6][C:7]([C:8]([NH:10][CH2:11][C:12](=[O:31])[N:13]2[CH2:18][CH2:17][N:16]([C:19](=[O:30])[C:20]3[CH:25]=[CH:24][CH:23]=[CH:22][C:21]=3[C:26]([F:29])([F:28])[F:27])[CH2:15][CH2:14]2)=[O:9])=[CH:32][CH:33]=1. The yield is 0.491. (5) The reactants are [CH2:1]([O:3][C:4]([C:6]1[CH:7]=[N:8][NH:9][CH:10]=1)=[O:5])[CH3:2].C(N(CC)CC)C.[C:18]1([C:24](Br)([C:31]2[CH:36]=[CH:35][CH:34]=[CH:33][CH:32]=2)[C:25]2[CH:30]=[CH:29][CH:28]=[CH:27][CH:26]=2)[CH:23]=[CH:22][CH:21]=[CH:20][CH:19]=1.O. The catalyst is CN(C)C=O.C(OCC)(=O)C. The product is [CH2:1]([O:3][C:4]([C:6]1[CH:7]=[N:8][N:9]([C:24]([C:18]2[CH:23]=[CH:22][CH:21]=[CH:20][CH:19]=2)([C:31]2[CH:32]=[CH:33][CH:34]=[CH:35][CH:36]=2)[C:25]2[CH:26]=[CH:27][CH:28]=[CH:29][CH:30]=2)[CH:10]=1)=[O:5])[CH3:2]. The yield is 0.610. (6) The reactants are I[C:2]1[CH:7]=[CH:6][CH:5]=[C:4]([CH3:8])[C:3]=1[CH3:9].[CH:10]([C:12]1[CH:17]=[CH:16][C:15](B(O)O)=[CH:14][CH:13]=1)=[O:11].C([O-])([O-])=O.[Na+].[Na+]. The catalyst is C1C=CC([P]([Pd]([P](C2C=CC=CC=2)(C2C=CC=CC=2)C2C=CC=CC=2)([P](C2C=CC=CC=2)(C2C=CC=CC=2)C2C=CC=CC=2)[P](C2C=CC=CC=2)(C2C=CC=CC=2)C2C=CC=CC=2)(C2C=CC=CC=2)C2C=CC=CC=2)=CC=1. The product is [CH3:9][C:3]1[C:4]([CH3:8])=[CH:5][CH:6]=[CH:7][C:2]=1[C:15]1[CH:16]=[CH:17][C:12]([CH:10]=[O:11])=[CH:13][CH:14]=1. The yield is 0.560. (7) The reactants are [CH2:1]([N:4]1[CH2:8][C@@:7]([NH2:16])([C:9]2[CH:14]=[CH:13][CH:12]=[C:11]([Br:15])[CH:10]=2)[C@H:6]([CH2:17]O)[CH2:5]1)[CH:2]=[CH2:3].[C:19]([N:27]=[C:28]=[S:29])(=[O:26])[C:20]1[CH:25]=[CH:24][CH:23]=[CH:22][CH:21]=1.C(N1C=CN=C1)(N1C=CN=C1)=O. The catalyst is O1CCCC1. The product is [CH2:1]([N:4]1[CH2:5][C@@H:6]2[C@@:7]([C:9]3[CH:14]=[CH:13][CH:12]=[C:11]([Br:15])[CH:10]=3)([N:16]=[C:28]([NH:27][C:19](=[O:26])[C:20]3[CH:21]=[CH:22][CH:23]=[CH:24][CH:25]=3)[S:29][CH2:17]2)[CH2:8]1)[CH:2]=[CH2:3]. The yield is 0.680. (8) The reactants are Cl[C:2]1[CH:7]=[CH:6][N:5]=[C:4]([C:8]2[N:12]3[CH:13]=[C:14]([F:17])[CH:15]=[CH:16][C:11]3=[N:10][CH:9]=2)[N:3]=1.Cl.[CH3:19][O:20][C:21]([C@@H:23]1[CH2:27][CH2:26][CH2:25][NH:24]1)=[O:22].C(N(CC)CC)C. The catalyst is CO. The product is [F:17][C:14]1[CH:15]=[CH:16][C:11]2[N:12]([C:8]([C:4]3[N:3]=[C:2]([N:24]4[CH2:25][CH2:26][CH2:27][C@H:23]4[C:21]([O:20][CH3:19])=[O:22])[CH:7]=[CH:6][N:5]=3)=[CH:9][N:10]=2)[CH:13]=1. The yield is 0.830. (9) The reactants are Cl[C:2]1[N:3]=[N:4][C:5]([O:8][CH:9]2[CH2:14][CH2:13][CH:12]([O:15][C:16]3[N:21]=[CH:20][C:19]([CH2:22][CH3:23])=[CH:18][N:17]=3)[CH2:11][CH2:10]2)=[CH:6][CH:7]=1.[CH3:24][S:25]([C:28]1[CH:34]=[CH:33][C:31]([NH2:32])=[CH:30][CH:29]=1)(=[O:27])=[O:26].CC(C1C=C(C(C)C)C(C2C=CC=CC=2P(C2CCCCC2)C2CCCCC2)=C(C(C)C)C=1)C.C(O[Na])(C)(C)C. The catalyst is C1(C)C=CC=CC=1.C1C=CC(/C=C/C(/C=C/C2C=CC=CC=2)=O)=CC=1.C1C=CC(/C=C/C(/C=C/C2C=CC=CC=2)=O)=CC=1.C1C=CC(/C=C/C(/C=C/C2C=CC=CC=2)=O)=CC=1.[Pd].[Pd]. The product is [CH2:22]([C:19]1[CH:18]=[N:17][C:16]([O:15][CH:12]2[CH2:13][CH2:14][CH:9]([O:8][C:5]3[N:4]=[N:3][C:2]([NH:32][C:31]4[CH:30]=[CH:29][C:28]([S:25]([CH3:24])(=[O:27])=[O:26])=[CH:34][CH:33]=4)=[CH:7][CH:6]=3)[CH2:10][CH2:11]2)=[N:21][CH:20]=1)[CH3:23]. The yield is 0.450.